From a dataset of Full USPTO retrosynthesis dataset with 1.9M reactions from patents (1976-2016). Predict the reactants needed to synthesize the given product. (1) The reactants are: Cl[C:2]1[C:3]2[N:10]([CH3:11])[C:9]([C:12]3[O:13][CH:14]=[CH:15][CH:16]=3)=[CH:8][C:4]=2[N:5]=[CH:6][N:7]=1.[NH2:17][C:18]1[CH:23]=[CH:22][C:21]([OH:24])=[CH:20][C:19]=1[Cl:25].C(=O)([O-])[O-].[K+].[K+].CN1CCCC1=O. Given the product [Cl:25][C:19]1[CH:20]=[C:21]([O:24][C:2]2[C:3]3[N:10]([CH3:11])[C:9]([C:12]4[O:13][CH:14]=[CH:15][CH:16]=4)=[CH:8][C:4]=3[N:5]=[CH:6][N:7]=2)[CH:22]=[CH:23][C:18]=1[NH2:17], predict the reactants needed to synthesize it. (2) Given the product [Cl:14][C:13]1[C:8]2[CH2:7][O:6][C:5]3[CH:15]=[CH:16][CH:17]=[CH:18][C:4]=3[C:3](=[CH:2][C:26]3[CH:25]=[CH:24][CH:23]=[C:22]([N+:19]([O-:21])=[O:20])[CH:27]=3)[C:9]=2[CH:10]=[CH:11][CH:12]=1, predict the reactants needed to synthesize it. The reactants are: Br[CH:2]=[C:3]1[C:9]2[CH:10]=[CH:11][CH:12]=[C:13]([Cl:14])[C:8]=2[CH2:7][O:6][C:5]2[CH:15]=[CH:16][CH:17]=[CH:18][C:4]1=2.[N+:19]([C:22]1[CH:23]=[C:24](B(O)O)[CH:25]=[CH:26][CH:27]=1)([O-:21])=[O:20]. (3) Given the product [F:1][C:2]1[CH:3]=[CH:4][C:5]2[O:9][C:8]([CH:10]=[O:11])=[C:7]([CH2:12][O:13][CH2:14][CH2:15][O:16][CH3:17])[C:6]=2[CH:18]=1, predict the reactants needed to synthesize it. The reactants are: [F:1][C:2]1[CH:3]=[CH:4][C:5]2[O:9][C:8]([CH2:10][OH:11])=[C:7]([CH2:12][O:13][CH2:14][CH2:15][O:16][CH3:17])[C:6]=2[CH:18]=1.C[N+]1([O-])CCOCC1. (4) Given the product [NH2:33][C:21]1[C:22]([O:24][C@H:25]([CH2:30][O:31][CH3:32])[C:26]([F:29])([F:27])[F:28])=[CH:23][C:18]([CH2:17][C@H:14]2[C@H:15]([OH:16])[C@@H:10]([NH:9][CH2:8][C:7]3[CH:38]=[CH:39][CH:40]=[C:5]([C:1]([CH3:4])([CH3:2])[CH3:3])[CH:6]=3)[CH2:11][S@:12](=[O:37])[CH2:13]2)=[CH:19][C:20]=1[F:36], predict the reactants needed to synthesize it. The reactants are: [C:1]([C:5]1[CH:6]=[C:7]([CH:38]=[CH:39][CH:40]=1)[CH2:8][NH:9][C@@H:10]1[C@@H:15]([OH:16])[C@H:14]([CH2:17][C:18]2[CH:23]=[C:22]([O:24][C@H:25]([CH2:30][O:31][CH3:32])[C:26]([F:29])([F:28])[F:27])[C:21]([N+:33]([O-])=O)=[C:20]([F:36])[CH:19]=2)[CH2:13][S@@:12](=[O:37])[CH2:11]1)([CH3:4])([CH3:3])[CH3:2]. (5) Given the product [CH2:1]([C@@H:8]([CH2:12][CH2:13][C@H:14]([CH2:18][C:19]1[CH:20]=[CH:21][CH:22]=[CH:23][CH:24]=1)[C:15]([NH:25][C@H:26]1[CH2:32][CH2:31][S:30][C@H:29]2[CH2:33][CH2:34][CH2:35][C@@H:36]([C:37]([O:39][CH3:40])=[O:38])[N:28]2[C:27]1=[O:41])=[O:16])[C:9]([OH:11])=[O:10])[C:2]1[CH:3]=[CH:4][CH:5]=[CH:6][CH:7]=1, predict the reactants needed to synthesize it. The reactants are: [CH2:1]([C@@H:8]([CH2:12][CH2:13][C@H:14]([CH2:18][C:19]1[CH:24]=[CH:23][CH:22]=[CH:21][CH:20]=1)[C:15](O)=[O:16])[C:9]([OH:11])=[O:10])[C:2]1[CH:7]=[CH:6][CH:5]=[CH:4][CH:3]=1.[NH2:25][C@H:26]1[CH2:32][CH2:31][S:30][C@H:29]2[CH2:33][CH2:34][CH2:35][C@@H:36]([C:37]([O:39][CH3:40])=[O:38])[N:28]2[C:27]1=[O:41]. (6) Given the product [OH:1][C:2]1([CH2:21][N:22]([CH3:33])[C:23]2[CH:24]=[CH:25][C:26]([C:27]([O:29][CH3:30])=[O:28])=[CH:31][CH:32]=2)[CH2:7][CH2:6][N:5]([CH2:8][CH2:9][C:10]2[CH:11]=[CH:12][C:13]([S:16]([CH3:19])(=[O:18])=[O:17])=[CH:14][CH:15]=2)[CH2:4][CH2:3]1, predict the reactants needed to synthesize it. The reactants are: [OH:1][C:2]1([CH2:21][N:22]([CH3:33])[C:23]2[CH:32]=[CH:31][C:26]([C:27]([O:29][CH3:30])=[O:28])=[CH:25][CH:24]=2)[CH2:7][CH2:6][N:5]([C:8](=O)[CH2:9][C:10]2[CH:15]=[CH:14][C:13]([S:16]([CH3:19])(=[O:18])=[O:17])=[CH:12][CH:11]=2)[CH2:4][CH2:3]1.O1CCCC1.C(Cl)(Cl)Cl.Cl.CO. (7) Given the product [C:18]([O:22][C:23]([N:25]1[CH2:30][CH2:29][N:28]([C:31]2[CH:32]=[N:33][C:34]([NH:37][C:9]3[N:8]=[C:7]([NH:6][CH:1]4[CH2:5][CH2:4][CH2:3][CH2:2]4)[C:12]([C:13]#[N:14])=[CH:11][N:10]=3)=[CH:35][CH:36]=2)[CH2:27][CH2:26]1)=[O:24])([CH3:21])([CH3:19])[CH3:20], predict the reactants needed to synthesize it. The reactants are: [CH:1]1([NH:6][C:7]2[C:12]([C:13]#[N:14])=[CH:11][N:10]=[C:9](S(C)=O)[N:8]=2)[CH2:5][CH2:4][CH2:3][CH2:2]1.[C:18]([O:22][C:23]([N:25]1[CH2:30][CH2:29][N:28]([C:31]2[CH:32]=[N:33][C:34]([NH2:37])=[CH:35][CH:36]=2)[CH2:27][CH2:26]1)=[O:24])([CH3:21])([CH3:20])[CH3:19]. (8) Given the product [OH:46][CH2:45][CH2:44][CH2:43][C:40]1[CH:39]=[CH:38][C:37]([NH:36][C:19](=[O:21])[CH2:18][CH:3]2[C:2](=[O:1])[NH:7][CH:6]=[CH:5][N:4]2[S:8]([C:11]2[CH:16]=[CH:15][C:14]([CH3:17])=[CH:13][CH:12]=2)(=[O:9])=[O:10])=[CH:42][CH:41]=1, predict the reactants needed to synthesize it. The reactants are: [O:1]=[C:2]1[NH:7][CH:6]=[CH:5][N:4]([S:8]([C:11]2[CH:16]=[CH:15][C:14]([CH3:17])=[CH:13][CH:12]=2)(=[O:10])=[O:9])[CH:3]1[CH2:18][C:19]([OH:21])=O.C(Cl)CCl.C1C=CC2N(O)N=NC=2C=1.[NH2:36][C:37]1[CH:42]=[CH:41][C:40]([CH2:43][CH2:44][CH2:45][OH:46])=[CH:39][CH:38]=1.CCN(C(C)C)C(C)C.